From a dataset of NCI-60 drug combinations with 297,098 pairs across 59 cell lines. Regression. Given two drug SMILES strings and cell line genomic features, predict the synergy score measuring deviation from expected non-interaction effect. (1) Drug 1: C1=NC(=NC(=O)N1C2C(C(C(O2)CO)O)O)N. Drug 2: CC(C)(C#N)C1=CC(=CC(=C1)CN2C=NC=N2)C(C)(C)C#N. Cell line: OVCAR-4. Synergy scores: CSS=1.19, Synergy_ZIP=-1.14, Synergy_Bliss=-2.57, Synergy_Loewe=-1.21, Synergy_HSA=-2.78. (2) Drug 1: CC1C(C(CC(O1)OC2CC(CC3=C2C(=C4C(=C3O)C(=O)C5=C(C4=O)C(=CC=C5)OC)O)(C(=O)C)O)N)O.Cl. Drug 2: C1CCC(C(C1)N)N.C(=O)(C(=O)[O-])[O-].[Pt+4]. Cell line: MDA-MB-435. Synergy scores: CSS=11.0, Synergy_ZIP=-2.96, Synergy_Bliss=-0.644, Synergy_Loewe=-3.23, Synergy_HSA=-2.23. (3) Drug 1: CN(C)C(=N)N=C(N)N. Drug 2: C1=CC(=C(C=C1I)F)NC2=C(C=CC(=C2F)F)C(=O)NOCC(CO)O. Cell line: NCI-H460. Synergy scores: CSS=7.79, Synergy_ZIP=-4.98, Synergy_Bliss=-4.28, Synergy_Loewe=-5.45, Synergy_HSA=-1.61. (4) Drug 1: C1=CC(=C2C(=C1NCCNCCO)C(=O)C3=C(C=CC(=C3C2=O)O)O)NCCNCCO. Drug 2: C1CC(=O)NC(=O)C1N2C(=O)C3=CC=CC=C3C2=O. Cell line: OVCAR3. Synergy scores: CSS=26.8, Synergy_ZIP=10.6, Synergy_Bliss=10.3, Synergy_Loewe=-21.9, Synergy_HSA=2.57. (5) Drug 1: CC1OCC2C(O1)C(C(C(O2)OC3C4COC(=O)C4C(C5=CC6=C(C=C35)OCO6)C7=CC(=C(C(=C7)OC)O)OC)O)O. Drug 2: C1C(C(OC1N2C=NC3=C2NC=NCC3O)CO)O. Cell line: RXF 393. Synergy scores: CSS=19.8, Synergy_ZIP=-7.04, Synergy_Bliss=-5.99, Synergy_Loewe=-2.60, Synergy_HSA=-2.03. (6) Synergy scores: CSS=18.4, Synergy_ZIP=-1.22, Synergy_Bliss=6.55, Synergy_Loewe=2.57, Synergy_HSA=5.51. Drug 1: C1C(C(OC1N2C=NC3=C2NC=NCC3O)CO)O. Drug 2: C1CCC(C(C1)N)N.C(=O)(C(=O)[O-])[O-].[Pt+4]. Cell line: NCI-H522.